This data is from Forward reaction prediction with 1.9M reactions from USPTO patents (1976-2016). The task is: Predict the product of the given reaction. Given the reactants C[C@@H]([C@@H]1[C@@]2(C)CCC/C(=C\C=C3\C[C@@H](O)CCC\3=C)/[C@@H]2CC1)CCCC(C)C.[CH3:29][C@:30]12[C@@H:39]3[CH2:40][CH2:41][C@@:42]4([O:47][C@@H:48]5[O:53][C@H:52]([CH2:54][OH:55])[C@@H:51]([OH:56])[C@H:50]([OH:57])[C@H:49]5[O:58][C@@H:59]5[O:64][C@H:63]([CH2:65][OH:66])[C@@H:62]([OH:67])[C@H:61]([O:68][C@@H:69]6[O:74][C@H:73]([CH2:75][OH:76])[C@@H:72]([OH:77])[C@H:71]([OH:78])[C@H:70]6[OH:79])[C@H:60]5[OH:80])[C:44]([CH2:46][C@@:38]3([CH2:43]4)[CH2:37][CH2:36][C@@H:35]1[C@@:34]([C:82]([O:84][C@@H:85]1[O:90][C@H:89]([CH2:91][OH:92])[C@@H:88]([OH:93])[C@H:87]([OH:94])[C@H:86]1[OH:95])=[O:83])([CH3:81])[CH2:33][CH2:32][CH2:31]2)=[CH2:45], predict the reaction product. The product is: [CH3:29][C@:30]12[C@@H:39]3[CH2:40][CH2:41][C@@:42]4([O:47][C@@H:48]5[O:53][C@H:52]([CH2:54][OH:55])[C@@H:51]([OH:56])[C@H:50]([OH:57])[C@H:49]5[O:58][C@@H:59]5[O:64][C@H:63]([CH2:65][OH:66])[C@@H:62]([OH:67])[C@H:61]([O:68][C@@H:69]6[O:74][C@H:73]([CH2:75][OH:76])[C@@H:72]([OH:77])[C@H:71]([OH:78])[C@H:70]6[OH:79])[C@H:60]5[OH:80])[C:44]([CH2:46][C@@:38]3([CH2:43]4)[CH2:37][CH2:36][C@@H:35]1[C@@:34]([C:82]([O:84][C@@H:85]1[O:90][C@H:89]([CH2:91][OH:92])[C@@H:88]([OH:93])[C@H:87]([OH:94])[C@H:86]1[OH:95])=[O:83])([CH3:81])[CH2:33][CH2:32][CH2:31]2)=[CH2:45].[CH2:65]([OH:66])[C@H:63]1[O:64][C@H:59]([O:58][C@:49]2([CH2:48][OH:47])[O:53][C@H:52]([CH2:54][OH:55])[C@@H:51]([OH:56])[C@@H:50]2[OH:57])[C@H:60]([OH:80])[C@@H:61]([OH:68])[C@@H:62]1[OH:67].